From a dataset of Experimentally validated miRNA-target interactions with 360,000+ pairs, plus equal number of negative samples. Binary Classification. Given a miRNA mature sequence and a target amino acid sequence, predict their likelihood of interaction. (1) The miRNA is hsa-miR-6729-3p with sequence UCAUCCCCCUCGCCCUCUCAG. The protein sequence of the target gene is MGPLSAPPCTQRITWKGLLLTALLLNFWNLPTTAQVTIEAEPTKVSKGKDVLLLVHNLPQNLAGYIWYKGQMKDLYHYITSYVVDGQIIIYGPAYSGRETVYSNASLLIQNVTREDAGSYTLHIVKRGDGTRGETGHFTFTLYLETPKPSISSSNLYPREDMEAVSLTCDPETPDASYLWWMNGQSLPMTHSLQLSKNKRTLFLFGVTKYTAGPYECEIRNPVSASRSDPVTLNLLPKLPKPYITINNLNPRENKDVLAFTCEPKSENYTYIWWLNGQSLPVSPRVKRPIENRILILPSV.... Result: 0 (no interaction). (2) The miRNA is hsa-miR-7703 with sequence UUGCACUCUGGCCUUCUCCCAGG. The protein sequence of the target gene is MSAAASPASERGWKSEKLDEAQALARSCAARRPDFQPCDGLSICATHSHGKCFKLHWCCHLGWCHCKYMYQPMTPVEQLPSTEIPARPREPTNTIQISVSLTEHFLKFASVFQPPLPPDSPRYCMISDLFIDNYQVKCINGKMCYVQKQPAPHSHRMSPEEVSAHDALISKESNTPKIDHCSSPSSSEDSGINAIGAHYVESCDEDTEEGAELSSEEDYSPESSWEPDECTLLSPSQSDLEVIETIETTV. Result: 1 (interaction). (3) The miRNA is mmu-miR-3470a with sequence UCACUUUGUAGACCAGGCUGG. The protein sequence of the target gene is MFGFQRRGLGTPRLQLWLLLLEFWEVGSGQLHYSVSEEAKHGTFVGRIAQDLGLELAELVQRLFRVASKTHGDLLEVNLQNGILFVNSRIDREELCGQSAECSIHLEVIVDRPLQVFHVNVEVKDINDNPPVFSLREQKLLIAESKQSDSRFPLEGASDADIEENALLTYRLSKNEYFSLDSPTNGKQIKRLSLILKKSLDREKTPELNLLLTATDGGKPELTGTVRLLVQVLDVNDNDPEFDKSEYKVSLMENAAKETLVLKLNATDRDEGVNGEVTYSLMSIKPNGRHLFTLDQNNGE.... Result: 0 (no interaction). (4) The miRNA is mmu-miR-466m-3p with sequence UACAUACACACAUACACACGCA. The protein sequence of the target gene is MEFQKSPDGGWGWVIVVVSFFTQFLSYGSPLAVGVLYVEWLDAFGEGKGKTAWVGSLASGVGLLASPVCSLFVSSFGARPVTIFSGFLVAGGLMLSSLAPNIYFLFFSYGIVVGLGCGLLYTATVTITCQYFDSRRGLALGLISTGSSVGLFIYAALQRMLIEFYGLDGCLLIVGALALNILACGSLMRPLQTSDCPFPEKTAPENVPDRYSMYNEKEKNPEETMNFQDKGYSSEDKCLPNGDWGRETSLPKSLAIAAHTKEPETYKKKVVEQTNFCKQLAKRKWQLYRNYCGETASLFK.... Result: 1 (interaction).